This data is from Full USPTO retrosynthesis dataset with 1.9M reactions from patents (1976-2016). The task is: Predict the reactants needed to synthesize the given product. (1) Given the product [C:29]([S:33][CH2:2][C:3]1[CH:8]=[CH:7][C:6]([C:9]([C:14]2[CH:26]=[CH:25][C:17]([O:18][CH:19]3[CH2:24][CH2:23][CH2:22][CH2:21][O:20]3)=[C:16]([CH3:27])[CH:15]=2)([CH2:12][CH3:13])[CH2:10][CH3:11])=[CH:5][C:4]=1[CH3:28])([CH3:32])([CH3:31])[CH3:30], predict the reactants needed to synthesize it. The reactants are: Cl[CH2:2][C:3]1[CH:8]=[CH:7][C:6]([C:9]([C:14]2[CH:26]=[CH:25][C:17]([O:18][CH:19]3[CH2:24][CH2:23][CH2:22][CH2:21][O:20]3)=[C:16]([CH3:27])[CH:15]=2)([CH2:12][CH3:13])[CH2:10][CH3:11])=[CH:5][C:4]=1[CH3:28].[C:29]([SH:33])([CH3:32])([CH3:31])[CH3:30].[OH-].[K+].C(OCC)(=O)C. (2) Given the product [CH:37]([C:2]1[N:11]=[CH:10][CH:9]=[C:8]2[C:3]=1[CH:4]=[C:5]([C:30]1[CH:35]=[CH:34][CH:33]=[CH:32][CH:31]=1)[C:6]([C:12]1[CH:17]=[CH:16][C:15]([C:18]3([NH2:22])[CH2:19][CH2:20][CH2:21]3)=[CH:14][CH:13]=1)=[N:7]2)=[CH2:39].[NH2:22][C:18]1([C:15]2[CH:14]=[CH:13][C:12]([C:6]3[C:5]([C:30]4[CH:35]=[CH:34][CH:33]=[CH:32][CH:31]=4)=[CH:4][C:3]4[C:8](=[CH:9][CH:10]=[N:11][C:2]=4[CH2:39][CH2:37][OH:38])[N:7]=3)=[CH:17][CH:16]=2)[CH2:19][CH2:20][CH2:21]1, predict the reactants needed to synthesize it. The reactants are: Cl[C:2]1[N:11]=[CH:10][CH:9]=[C:8]2[C:3]=1[CH:4]=[C:5]([C:30]1[CH:35]=[CH:34][CH:33]=[CH:32][CH:31]=1)[C:6]([C:12]1[CH:17]=[CH:16][C:15]([C:18]3([NH:22]C(=O)OC(C)(C)C)[CH2:21][CH2:20][CH2:19]3)=[CH:14][CH:13]=1)=[N:7]2.[K].[C:37](O)([C:39](F)(F)F)=[O:38].[OH-].[Na+]. (3) Given the product [Br:1][C:2]1[CH:3]=[C:4]([CH:17]=[CH:18][CH:19]=1)[CH2:5][N:6]1[CH:14]=[N:13][C:12]2[C:7]1=[N:8][C:9]([NH:24][CH2:20][CH2:21][CH2:22][CH3:23])=[N:10][C:11]=2[NH2:15], predict the reactants needed to synthesize it. The reactants are: [Br:1][C:2]1[CH:3]=[C:4]([CH:17]=[CH:18][CH:19]=1)[CH2:5][N:6]1[CH:14]=[N:13][C:12]2[C:7]1=[N:8][C:9](Cl)=[N:10][C:11]=2[NH2:15].[CH2:20]([NH2:24])[CH2:21][CH2:22][CH3:23]. (4) Given the product [Cl:11][C:10]1[C:4]2[N:3]=[C:2]([NH:22][C:21]3[C:23]([CH3:25])=[CH:24][C:18]([Cl:17])=[CH:19][C:20]=3[O:26][CH3:27])[NH:6][C:5]=2[C:7]([CH:12]([CH2:15][CH3:16])[CH2:13][CH3:14])=[CH:8][CH:9]=1, predict the reactants needed to synthesize it. The reactants are: Cl[C:2]1[NH:6][C:5]2[C:7]([CH:12]([CH2:15][CH3:16])[CH2:13][CH3:14])=[CH:8][CH:9]=[C:10]([Cl:11])[C:4]=2[N:3]=1.[Cl:17][C:18]1[CH:24]=[C:23]([CH3:25])[C:21]([NH2:22])=[C:20]([O:26][CH3:27])[CH:19]=1. (5) Given the product [F:44][C:17]([F:16])([S:40]([O-:43])(=[O:42])=[O:41])[C:18]([F:38])([F:39])[C:19]([F:37])([F:36])[C:20]([F:34])([F:35])[C:21]([F:33])([F:32])[C:22]([F:31])([F:30])[C:23]([F:29])([F:28])[C:24]([F:27])([F:26])[F:25].[CH2:2]([S+:11]1[CH2:15][CH2:14][CH2:13][CH2:12]1)[C:3]([C:5]1[CH:10]=[CH:9][CH:8]=[CH:7][CH:6]=1)=[O:4], predict the reactants needed to synthesize it. The reactants are: [Br-].[CH2:2]([S+:11]1[CH2:15][CH2:14][CH2:13][CH2:12]1)[C:3]([C:5]1[CH:10]=[CH:9][CH:8]=[CH:7][CH:6]=1)=[O:4].[F:16][C:17]([F:44])([S:40]([OH:43])(=[O:42])=[O:41])[C:18]([F:39])([F:38])[C:19]([F:37])([F:36])[C:20]([F:35])([F:34])[C:21]([F:33])([F:32])[C:22]([F:31])([F:30])[C:23]([F:29])([F:28])[C:24]([F:27])([F:26])[F:25]. (6) Given the product [CH3:12][C:9]1([CH3:13])[O:10][CH2:11][CH:6]([CH2:4][OH:3])[CH2:7][O:8]1, predict the reactants needed to synthesize it. The reactants are: C([O:3][C:4]([CH:6]1[CH2:11][O:10][C:9]([CH3:13])([CH3:12])[O:8][CH2:7]1)=O)C.[H-].[Al+3].[Li+].[H-].[H-].[H-].O.O.O.O.O.O.O.O.O.O.S([O-])([O-])(=O)=O.[Na+].[Na+].[Cl-].[Na+].